The task is: Predict the product of the given reaction.. This data is from Forward reaction prediction with 1.9M reactions from USPTO patents (1976-2016). (1) Given the reactants [CH2:1]([O:8][C:9]1[CH:10]=[C:11]2[C:16](=[CH:17][CH:18]=1)[C:15](=[O:19])[N:14]([CH2:20][CH:21]([CH3:23])[CH3:22])[C:13]([C:24]([O:26]C)=[O:25])=[C:12]2[C:28]1[CH:33]=[CH:32][C:31]([F:34])=[CH:30][CH:29]=1)[C:2]1[CH:7]=[CH:6][CH:5]=[CH:4][CH:3]=1.O.[OH-].[Li+].O.Cl, predict the reaction product. The product is: [CH2:1]([O:8][C:9]1[CH:10]=[C:11]2[C:16](=[CH:17][CH:18]=1)[C:15](=[O:19])[N:14]([CH2:20][CH:21]([CH3:23])[CH3:22])[C:13]([C:24]([OH:26])=[O:25])=[C:12]2[C:28]1[CH:33]=[CH:32][C:31]([F:34])=[CH:30][CH:29]=1)[C:2]1[CH:3]=[CH:4][CH:5]=[CH:6][CH:7]=1. (2) Given the reactants [CH3:1][C:2]([C:4]([O:6][CH2:7][CH:8]([OH:37])[CH2:9][O:10][C:11]1[CH:16]=[CH:15][C:14]([C:17]([C:20]2[CH:25]=[CH:24][C:23]([O:26][CH2:27][CH:28]([OH:36])[CH2:29][O:30][C:31]([C:33]([CH3:35])=[CH2:34])=[O:32])=[CH:22][CH:21]=2)([CH3:19])[CH3:18])=[CH:13][CH:12]=1)=[O:5])=[CH2:3].[CH3:38][C:39]([C:41]([O:43][CH2:44][CH2:45][O:46][CH2:47][CH2:48][O:49][CH2:50][CH2:51][O:52][C:53]([C:55]([CH3:57])=[CH2:56])=[O:54])=[O:42])=[CH2:40].C12(C)C(C)(C)C(CC1)C(=O)C2=O.C(OCCC[Si](OC)(OC)OC)(=O)C(C)=C, predict the reaction product. The product is: [CH3:3][C:2]([C:4]([O:6][CH2:7][CH:8]([OH:37])[CH2:9][O:10][C:11]1[CH:16]=[CH:15][C:14]([C:17]([C:20]2[CH:25]=[CH:24][C:23]([O:26][CH2:27][CH:28]([OH:36])[CH2:29][O:30][C:31]([C:33]([CH3:35])=[CH2:34])=[O:32])=[CH:22][CH:21]=2)([CH3:18])[CH3:19])=[CH:13][CH:12]=1)=[O:5])=[CH2:1].[CH3:40][C:39]([C:41]([O:43][CH2:44][CH2:45][O:46][CH2:47][CH2:48][O:49][CH2:50][CH2:51][O:52][C:53]([C:55]([CH3:57])=[CH2:56])=[O:54])=[O:42])=[CH2:38].